From a dataset of Peptide-MHC class I binding affinity with 185,985 pairs from IEDB/IMGT. Regression. Given a peptide amino acid sequence and an MHC pseudo amino acid sequence, predict their binding affinity value. This is MHC class I binding data. (1) The peptide sequence is EKVETWALR. The MHC is HLA-A33:01 with pseudo-sequence HLA-A33:01. The binding affinity (normalized) is 0.601. (2) The peptide sequence is ALVEICTEM. The MHC is HLA-B51:01 with pseudo-sequence HLA-B51:01. The binding affinity (normalized) is 0. (3) The peptide sequence is VWAPLILAYFPVF. The MHC is HLA-B15:03 with pseudo-sequence HLA-B15:03. The binding affinity (normalized) is 0.157. (4) The peptide sequence is VPHVIEEVM. The MHC is HLA-B08:01 with pseudo-sequence HLA-B08:01. The binding affinity (normalized) is 0.238.